From a dataset of Reaction yield outcomes from USPTO patents with 853,638 reactions. Predict the reaction yield, written as a fraction of the theoretical maximum amount of product (1.0 means a 100% yield; for example, 0.34 means a 34% yield). (1) The reactants are [CH3:1][C:2]1[C:8]([OH:9])=[CH:7][CH:6]=[CH:5][C:3]=1[OH:4].[C:10](O[C:10](=[O:14])[C:11]([CH3:13])=[CH2:12])(=[O:14])[C:11]([CH3:13])=[CH2:12].CS(O)(=O)=O.[OH-].[Na+]. The yield is 0.850. The catalyst is O1CCOCC1.C1(C)C=CC=CC=1. The product is [C:10]([O:4][C:3]1[CH:5]=[CH:6][CH:7]=[C:8]([OH:9])[C:2]=1[CH3:1])(=[O:14])[C:11]([CH3:13])=[CH2:12]. (2) The reactants are [O:1]=[C:2]1[CH2:10][C:9]2[C:4](=[CH:5][C:6]([C:11]([C:13]3[CH:14]=[C:15]([NH:19][C:20]([C:22]4[CH:23]=[N:24][N:25]([CH3:28])[C:26]=4[CH3:27])=[O:21])[CH:16]=[CH:17][CH:18]=3)=[O:12])=[CH:7][CH:8]=2)[NH:3]1.[CH:29](OCC)=[O:30].[O-]CC.[Na+].Cl. The catalyst is C(O)C. The product is [OH:30][CH:29]=[C:10]1[C:9]2[C:4](=[CH:5][C:6]([C:11]([C:13]3[CH:14]=[C:15]([NH:19][C:20]([C:22]4[CH:23]=[N:24][N:25]([CH3:28])[C:26]=4[CH3:27])=[O:21])[CH:16]=[CH:17][CH:18]=3)=[O:12])=[CH:7][CH:8]=2)[NH:3][C:2]1=[O:1]. The yield is 0.740. (3) The reactants are [CH3:1][C:2]1([CH3:20])[O:7][C:6](=O)[NH:5][C:4]2[CH:9]=[CH:10][C:11]([C:13]3[CH:14]=[C:15]([C:18]#[N:19])[S:16][CH:17]=3)=[CH:12][C:3]1=2.COC1C=CC(P2(SP(C3C=CC(OC)=CC=3)(=S)S2)=[S:30])=CC=1. The catalyst is CC1C=CC=CC=1C. The product is [CH3:1][C:2]1([CH3:20])[O:7][C:6](=[S:30])[NH:5][C:4]2[CH:9]=[CH:10][C:11]([C:13]3[CH:14]=[C:15]([C:18]#[N:19])[S:16][CH:17]=3)=[CH:12][C:3]1=2. The yield is 0.350. (4) The reactants are [CH3:1][S:2]([O:5][C:6]1[CH:11]=[CH:10][C:9]([CH2:12][CH2:13][NH:14]C(OC(C)(C)C)=O)=[CH:8][CH:7]=1)(=[O:4])=[O:3].C(O)(C(F)(F)F)=O. The catalyst is C(Cl)Cl. The product is [CH3:1][S:2]([O:5][C:6]1[CH:11]=[CH:10][C:9]([CH2:12][CH2:13][NH2:14])=[CH:8][CH:7]=1)(=[O:4])=[O:3]. The yield is 0.998. (5) The reactants are C[N:2]1[C:15]2[C:6](=[CH:7][CH:8]=[C:9]3[C:14]=2[N:13]=[CH:12][CH:11]=[CH:10]3)[CH:5]=[CH:4][C:3]1=O.P(Cl)(Cl)([Cl:19])=O.P(Cl)(Cl)(Cl)(Cl)Cl. No catalyst specified. The product is [Cl:19][C:3]1[CH:4]=[CH:5][C:6]2[C:15](=[C:14]3[C:9](=[CH:8][CH:7]=2)[CH:10]=[CH:11][CH:12]=[N:13]3)[N:2]=1. The yield is 0.750. (6) The reactants are C(Cl)CCl.[S:5]([CH:9]1[CH2:14][CH2:13][N:12](C(OC(C)(C)C)=O)[CH2:11][CH2:10]1)(=[O:8])(=[O:7])[NH2:6].[Cl:22][C:23]1[CH:31]=[C:30]2[C:26]([C:27]([CH2:35][CH2:36][CH2:37][O:38][C:39]3[CH:44]=[C:43]([CH3:45])[C:42]([Cl:46])=[C:41]([CH3:47])[CH:40]=3)=[C:28]([C:32](O)=[O:33])[NH:29]2)=[CH:25][CH:24]=1. The catalyst is CN(C1C=CN=CC=1)C.C(Cl)Cl. The product is [Cl:22][C:23]1[CH:31]=[C:30]2[C:26]([C:27]([CH2:35][CH2:36][CH2:37][O:38][C:39]3[CH:40]=[C:41]([CH3:47])[C:42]([Cl:46])=[C:43]([CH3:45])[CH:44]=3)=[C:28]([C:32]([NH:6][S:5]([CH:9]3[CH2:10][CH2:11][NH:12][CH2:13][CH2:14]3)(=[O:7])=[O:8])=[O:33])[NH:29]2)=[CH:25][CH:24]=1. The yield is 0.210. (7) The reactants are [Cl:1][C:2]1[C:7]([Cl:8])=[CH:6][C:5]([C:9]2[N:14]=[C:13]([S:15][CH3:16])[N:12]=[C:11](Cl)[C:10]=2[C:18]#[N:19])=[CH:4][C:3]=1[O:20][CH3:21].[SH:22][CH2:23][C:24]([NH2:26])=[O:25].C([O-])([O-])=O.[K+].[K+]. The catalyst is C(O)C. The product is [Cl:1][C:2]1[C:7]([Cl:8])=[CH:6][C:5]([C:9]2[N:14]=[C:13]([S:15][CH3:16])[N:12]=[C:11]([S:22][CH2:23][C:24]([NH2:26])=[O:25])[C:10]=2[C:18]#[N:19])=[CH:4][C:3]=1[O:20][CH3:21]. The yield is 0.850.